This data is from Catalyst prediction with 721,799 reactions and 888 catalyst types from USPTO. The task is: Predict which catalyst facilitates the given reaction. (1) Reactant: [CH2:1]([O:8][C:9](=[O:34])[NH:10][CH2:11][CH:12]1[CH2:17][CH2:16][CH2:15][CH:14]([NH:18][C:19]([C:21]2[C:22]([C:27]3[C:32](F)=[CH:31][CH:30]=[CH:29][N:28]=3)=[N:23][O:24][C:25]=2[CH3:26])=[O:20])[CH2:13]1)[C:2]1[CH:7]=[CH:6][CH:5]=[CH:4][CH:3]=1.C[Si]([N-][Si](C)(C)C)(C)C.[K+]. Product: [CH2:1]([O:8][C:9](=[O:34])[NH:10][CH2:11][CH:12]1[CH2:17][CH2:16][CH2:15][CH:14]([N:18]2[C:32]3[C:27](=[N:28][CH:29]=[CH:30][CH:31]=3)[C:22]3=[N:23][O:24][C:25]([CH3:26])=[C:21]3[C:19]2=[O:20])[CH2:13]1)[C:2]1[CH:7]=[CH:6][CH:5]=[CH:4][CH:3]=1. The catalyst class is: 9. (2) Reactant: [CH:1]([C:3]1[CH:4]=[C:5]2[C:10](=[CH:11][CH:12]=1)[C:9](=[N:13][OH:14])[CH2:8][CH2:7][CH2:6]2)=[CH2:2].C(N(C(C)C)CC)(C)C.[Si](Cl)(C)(C)C.[Li]N1C(C)(C)CCCC1(C)C.[C:40]1([C:46]2[C:50]([C:51]([F:54])([F:53])[F:52])=[C:49]([C:55](OC)=[O:56])[O:48][N:47]=2)[CH:45]=[CH:44][CH:43]=[CH:42][CH:41]=1. The catalyst class is: 1. Product: [C:40]1([C:46]2[C:50]([C:51]([F:54])([F:52])[F:53])=[C:49]([C:55]3([OH:56])[O:14][N:13]=[C:9]4[C:10]5[C:5]([CH2:6][CH2:7][CH:8]34)=[CH:4][C:3]([CH:1]=[CH2:2])=[CH:12][CH:11]=5)[O:48][N:47]=2)[CH:41]=[CH:42][CH:43]=[CH:44][CH:45]=1.